Dataset: Reaction yield outcomes from USPTO patents with 853,638 reactions. Task: Predict the reaction yield, written as a fraction of the theoretical maximum amount of product (1.0 means a 100% yield; for example, 0.34 means a 34% yield). (1) The reactants are Cl.[CH3:2][O:3][C:4](=[O:14])[C@@H:5]([NH2:13])[CH2:6][CH:7]1[CH2:12][CH2:11][CH2:10][CH2:9][CH2:8]1.C[O:16][C:17](=O)[C:18]1[CH:23]=[CH:22][CH:21]=[C:20]([F:24])[C:19]=1[CH2:25]Br.C(N(CC)CC)C. The catalyst is C(#N)C.O. The product is [CH3:2][O:3][C:4](=[O:14])[C@@H:5]([N:13]1[CH2:25][C:19]2[C:18](=[CH:23][CH:22]=[CH:21][C:20]=2[F:24])[C:17]1=[O:16])[CH2:6][CH:7]1[CH2:12][CH2:11][CH2:10][CH2:9][CH2:8]1. The yield is 0.570. (2) The reactants are [CH3:1][N:2]1[CH2:7][CH2:6][N:5]([C:8]2[CH:9]=[CH:10][C:11]([N+:15]([O-])=O)=[C:12]([CH:14]=2)[NH2:13])[CH2:4][CH2:3]1.[CH2:18]([O:21][C:22]1[CH:27]=[CH:26][C:25]([C:28]2[NH:29][C:30]3[CH:36]=[C:35]([CH:37]=O)[CH:34]=[CH:33][C:31]=3[N:32]=2)=[CH:24][CH:23]=1)[C:19]#[CH:20]. The catalyst is C(O)C.O.[Pd]. The product is [CH3:1][N:2]1[CH2:7][CH2:6][N:5]([C:8]2[CH:9]=[CH:10][C:11]3[N:15]=[C:37]([C:35]4[CH:34]=[CH:33][C:31]5[N:32]=[C:28]([C:25]6[CH:24]=[CH:23][C:22]([O:21][CH2:18][C:19]#[CH:20])=[CH:27][CH:26]=6)[NH:29][C:30]=5[CH:36]=4)[NH:13][C:12]=3[CH:14]=2)[CH2:4][CH2:3]1. The yield is 0.650. (3) The reactants are Cl[C:2]1[N:6]([CH3:7])[N:5]=[CH:4][C:3]=1[N+:8]([O-:10])=[O:9].[NH2:11][CH2:12][CH2:13][CH2:14][NH:15][C:16](=[O:22])[O:17][C:18]([CH3:21])([CH3:20])[CH3:19].CCN(C(C)C)C(C)C. The catalyst is CCO. The product is [CH3:7][N:6]1[C:2]([NH:11][CH2:12][CH2:13][CH2:14][NH:15][C:16](=[O:22])[O:17][C:18]([CH3:20])([CH3:19])[CH3:21])=[C:3]([N+:8]([O-:10])=[O:9])[CH:4]=[N:5]1. The yield is 0.850. (4) The reactants are I[C:2]1[CH:7]=[CH:6][N:5]2[C:8]([C:11]3[CH:20]=[CH:19][C:18]4[C:13](=[C:14]([N:21]5[CH2:26][CH2:25][CH:24]([CH2:27][NH:28][C:29](=[O:35])[O:30][C:31]([CH3:34])([CH3:33])[CH3:32])[CH2:23][CH2:22]5)[CH:15]=[CH:16][CH:17]=4)[N:12]=3)=[N:9][N:10]=[C:4]2[CH:3]=1.[CH2:36](N(CC)CC)[CH3:37]. The catalyst is C1COCC1.CC(O)C.C1C=CC(P(C2C=CC=CC=2)[C-]2C=CC=C2)=CC=1.C1C=CC(P(C2C=CC=CC=2)[C-]2C=CC=C2)=CC=1.Cl[Pd]Cl.[Fe+2].ClCCl. The product is [CH:36]([C:2]1[CH:7]=[CH:6][N:5]2[C:8]([C:11]3[CH:20]=[CH:19][C:18]4[C:13](=[C:14]([N:21]5[CH2:22][CH2:23][CH:24]([CH2:27][NH:28][C:29](=[O:35])[O:30][C:31]([CH3:34])([CH3:32])[CH3:33])[CH2:25][CH2:26]5)[CH:15]=[CH:16][CH:17]=4)[N:12]=3)=[N:9][N:10]=[C:4]2[CH:3]=1)=[CH2:37]. The yield is 0.900. (5) The reactants are [CH3:1][S:2](Cl)(=[O:4])=[O:3].C(N(CC)C(C)C)(C)C.[NH2:15][CH:16]1[CH2:19][N:18]([C:20]([C:22]2[N:23]=[C:24]3[C:29]([C:30]([F:33])([F:32])[F:31])=[CH:28][C:27]([C:34]4[CH:35]=[N:36][NH:37][CH:38]=4)=[CH:26][N:25]3[C:39]=2[Cl:40])=[O:21])[CH2:17]1.O. The catalyst is CN(C=O)C. The product is [Cl:40][C:39]1[N:25]2[CH:26]=[C:27]([C:34]3[CH:38]=[N:37][NH:36][CH:35]=3)[CH:28]=[C:29]([C:30]([F:33])([F:32])[F:31])[C:24]2=[N:23][C:22]=1[C:20]([N:18]1[CH2:19][CH:16]([NH:15][S:2]([CH3:1])(=[O:4])=[O:3])[CH2:17]1)=[O:21]. The yield is 0.360. (6) The reactants are [C:1]1([C:7]2[C:15]3[C:10](=[CH:11][CH:12]=[C:13]([NH:16][C:17]([C:19]4[CH:28]=[CH:27][C:22]([C:23]([O:25]C)=[O:24])=[CH:21][CH:20]=4)=[O:18])[CH:14]=3)[NH:9][N:8]=2)[CH:6]=[CH:5][CH:4]=[CH:3][CH:2]=1.[OH-].[Li+].Cl. The product is [C:1]1([C:7]2[C:15]3[C:10](=[CH:11][CH:12]=[C:13]([NH:16][C:17]([C:19]4[CH:20]=[CH:21][C:22]([C:23]([OH:25])=[O:24])=[CH:27][CH:28]=4)=[O:18])[CH:14]=3)[NH:9][N:8]=2)[CH:6]=[CH:5][CH:4]=[CH:3][CH:2]=1. The yield is 0.700. The catalyst is O1CCCC1.O.